Binary Classification. Given a drug SMILES string, predict its activity (active/inactive) in a high-throughput screening assay against a specified biological target. From a dataset of Cav3 T-type calcium channel HTS with 100,875 compounds. (1) The result is 0 (inactive). The compound is S(c1n(c2c(n(c(=O)[nH]c2=O)C)n1)CC(OCCCCC)=O)CC(=O)Nc1ccccc1. (2) The drug is o1c2c(cc(c3nn(cc3C=O)c3ccccc3)c1=O)cc(O)cc2. The result is 0 (inactive). (3) The compound is O(c1ccc(N(CC=C)C(=O)c2ccccc2)cc1)C. The result is 0 (inactive). (4) The molecule is O1c2c(OCC1)ccc(Nc1nc(nc(n1)N)CN1CCN(CC1)C)c2. The result is 0 (inactive). (5) The molecule is O=C(Nc1c(cccc1)C)C(/c1ccccc1)=C/c1ccccc1. The result is 1 (active). (6) The drug is S(c1n(c(=O)c2c(n1)cc(cc2)C(=O)NCc1occc1)c1ccc(F)cc1)CC(OCC)=O. The result is 0 (inactive). (7) The result is 0 (inactive). The compound is Clc1cc(c2[nH][nH]c(=O)c2)ccc1Cl. (8) The molecule is S1C(C(=O)N(c2c(n(n(c2=O)c2ccccc2)C)C)C1=O)CC(O)=O. The result is 0 (inactive).